Task: Binary Classification. Given a T-cell receptor sequence (or CDR3 region) and an epitope sequence, predict whether binding occurs between them.. Dataset: TCR-epitope binding with 47,182 pairs between 192 epitopes and 23,139 TCRs (1) The epitope is FRYMNSQGL. The TCR CDR3 sequence is CASSQDRSGGGENEQFF. Result: 0 (the TCR does not bind to the epitope). (2) Result: 0 (the TCR does not bind to the epitope). The TCR CDR3 sequence is CASSGTAPAAEAFF. The epitope is SGPLKAEIAQRLED. (3) The epitope is FVRATATIPI. The TCR CDR3 sequence is CASSQELNNEQFF. Result: 0 (the TCR does not bind to the epitope).